This data is from Full USPTO retrosynthesis dataset with 1.9M reactions from patents (1976-2016). The task is: Predict the reactants needed to synthesize the given product. (1) Given the product [CH3:9][O:8][C:6]([C:5]1[CH:10]=[C:11]([CH3:13])[N:12]=[C:3]([C:2]([OH:14])=[O:1])[CH:4]=1)=[O:7], predict the reactants needed to synthesize it. The reactants are: [OH:1][CH2:2][C:3]1[CH:4]=[C:5]([CH:10]=[C:11]([CH3:13])[N:12]=1)[C:6]([O:8][CH3:9])=[O:7].[OH2:14]. (2) Given the product [CH2:1]([O:4][CH:5]=[C:11]([C:10](=[O:17])[CH:9]([F:18])[F:8])[C:12]([O:14][CH2:15][CH3:16])=[O:13])[CH3:2], predict the reactants needed to synthesize it. The reactants are: [C:1]([O:4][C:5](=O)C)(=O)[CH3:2].[F:8][CH:9]([F:18])[C:10](=[O:17])[CH2:11][C:12]([O:14][CH2:15][CH3:16])=[O:13].C(OCC)(OCC)OCC.FC(F)C(OCC)=O. (3) Given the product [CH3:19][CH:18]1[C:17](=[O:20])[C:15]([CH3:16])=[CH:14][O:8][CH:7]1[C:6]1[N:2]([CH3:1])[N:3]=[CH:4][C:5]=1[N+:9]([O-:11])=[O:10], predict the reactants needed to synthesize it. The reactants are: [CH3:1][N:2]1[C:6]([CH:7]=[O:8])=[C:5]([N+:9]([O-:11])=[O:10])[CH:4]=[N:3]1.CO/[CH:14]=[C:15](/[C:17](/[O:20][Si](C)(C)C)=[CH:18]/[CH3:19])\[CH3:16].CC(C(CC(C(C)(C)C)=O)=O)(C)C.CC(C(CC(C(C)(C)C)=O)=O)(C)C.CC(C(CC(C(C)(C)C)=O)=O)(C)C.[Eu]. (4) Given the product [C:1]([NH:8][C:9]1[S:10][C:11]([Br:26])=[C:12]([C:14]([O:16][CH2:17][P:18]([O:23][CH2:24][CH3:25])([O:20][CH2:21][CH3:22])=[O:19])=[O:15])[N:13]=1)([O:3][C:4]([CH3:6])([CH3:7])[CH3:5])=[O:2], predict the reactants needed to synthesize it. The reactants are: [C:1]([NH:8][C:9]1[S:10][CH:11]=[C:12]([C:14]([O:16][CH2:17][P:18]([O:23][CH2:24][CH3:25])([O:20][CH2:21][CH3:22])=[O:19])=[O:15])[N:13]=1)([O:3][C:4]([CH3:7])([CH3:6])[CH3:5])=[O:2].[Br:26]Br. (5) Given the product [CH:20]([C:19]1[CH:18]=[CH:17][C:7]([C:8]([N:10]([CH:11]([CH3:12])[CH3:13])[CH:14]([CH3:15])[CH3:16])=[O:9])=[CH:6][C:5]=1[O:4][CH:1]([CH3:2])[CH3:3])=[O:26], predict the reactants needed to synthesize it. The reactants are: [CH:1]([O:4][C:5]1[CH:6]=[C:7]([CH:17]=[CH:18][C:19]=1[CH:20]=C)[C:8]([N:10]([CH:14]([CH3:16])[CH3:15])[CH:11]([CH3:13])[CH3:12])=[O:9])([CH3:3])[CH3:2].CC([OH:26])(C)C.C(Cl)(Cl)(Cl)Cl. (6) Given the product [Br:1][C:2]1[CH:8]=[CH:7][C:5]([NH:6][C:17](=[O:19])[CH3:18])=[C:4]([F:9])[CH:3]=1, predict the reactants needed to synthesize it. The reactants are: [Br:1][C:2]1[CH:8]=[CH:7][C:5]([NH2:6])=[C:4]([F:9])[CH:3]=1.C(N(CC)CC)C.[C:17](Cl)(=[O:19])[CH3:18]. (7) Given the product [Cl:1][C:2]1[CH:20]=[CH:19][C:5]([O:6][C:7]2[C:15]3[C:10](=[CH:11][CH:12]=[C:13]([S:16][CH3:17])[CH:14]=3)[N:9]([CH2:28][C:29]([O:31][CH3:32])=[O:30])[C:8]=2[CH3:18])=[CH:4][CH:3]=1, predict the reactants needed to synthesize it. The reactants are: [Cl:1][C:2]1[CH:20]=[CH:19][C:5]([O:6][C:7]2[C:15]3[C:10](=[CH:11][CH:12]=[C:13]([S:16][CH3:17])[CH:14]=3)[NH:9][C:8]=2[CH3:18])=[CH:4][CH:3]=1.C(=O)([O-])[O-].[K+].[K+].Br[CH2:28][C:29]([O:31][CH3:32])=[O:30]. (8) The reactants are: ClC(Cl)(Cl)C([C:5]1[NH:6][CH:7]=[C:8]([Cl:10])[CH:9]=1)=O.[CH3:13][O-:14].[Na+].[CH3:16][OH:17]. Given the product [Cl:10][C:8]1[CH:9]=[C:5]([C:13]([O:17][CH3:16])=[O:14])[NH:6][CH:7]=1, predict the reactants needed to synthesize it.